From a dataset of Catalyst prediction with 721,799 reactions and 888 catalyst types from USPTO. Predict which catalyst facilitates the given reaction. (1) Reactant: [CH3:1][O:2][CH2:3][CH2:4][CH2:5][O:6][C:7]1[CH:8]=[C:9]([CH:29]=[CH:30][C:31]=1[O:32][CH3:33])[CH2:10][C@H:11]([CH:26]([CH3:28])[CH3:27])[CH2:12][C@H:13]([NH:18][C:19](=[O:25])[O:20][C:21]([CH3:24])([CH3:23])[CH3:22])[C@@H:14]([OH:17])[CH2:15][NH2:16].[CH3:34][CH2:35][CH2:36][CH2:37][CH2:38][N:39]=[C:40]=[S:41]. Product: [CH3:1][O:2][CH2:3][CH2:4][CH2:5][O:6][C:7]1[CH:8]=[C:9]([CH:29]=[CH:30][C:31]=1[O:32][CH3:33])[CH2:10][C@H:11]([CH:26]([CH3:28])[CH3:27])[CH2:12][C@H:13]([NH:18][C:19]([O:20][C:21]([CH3:24])([CH3:23])[CH3:22])=[O:25])[C@@H:14]([OH:17])[CH2:15][NH:16][C:40]([NH:39][CH2:38][CH2:37][CH2:36][CH2:35][CH3:34])=[S:41]. The catalyst class is: 2. (2) Reactant: [CH2:1]([O:3][C:4]([N:6]1[C:15]2[C:10](=[N:11][C:12]([O:16][CH3:17])=[CH:13][CH:14]=2)[C@H:9]([NH:18]C(O[C@H](C2C=CC=CC=2)C)=O)[CH2:8][C@@H:7]1[CH2:30][CH3:31])=[O:5])[CH3:2]. The catalyst class is: 29. Product: [CH2:1]([O:3][C:4]([N:6]1[C:15]2[C:10](=[N:11][C:12]([O:16][CH3:17])=[CH:13][CH:14]=2)[C@H:9]([NH2:18])[CH2:8][C@@H:7]1[CH2:30][CH3:31])=[O:5])[CH3:2]. (3) Reactant: [CH3:1][O:2][C:3]1[C:8]2[N:9]=[C:10]([NH2:12])[S:11][C:7]=2[C:6]([NH:13][CH3:14])=[CH:5][CH:4]=1.C(=O)([O-])[O-].[K+].[K+].[CH3:21][O:22][C:23]1[CH:30]=[CH:29][C:26]([CH2:27]Cl)=[CH:25][CH:24]=1.[Br:31][C:32]1[CH:33]=[C:34]([CH:38]=[CH:39][N:40]=1)[C:35](O)=[O:36].CN(C(ON1N=NC2C=CC=NC1=2)=[N+](C)C)C.F[P-](F)(F)(F)(F)F.C(N(C(C)C)C(C)C)C. Product: [Br:31][C:32]1[CH:33]=[C:34]([CH:38]=[CH:39][N:40]=1)[C:35]([NH:12][C:10]1[S:11][C:7]2[C:6]([N:13]([CH2:27][C:26]3[CH:29]=[CH:30][C:23]([O:22][CH3:21])=[CH:24][CH:25]=3)[CH3:14])=[CH:5][CH:4]=[C:3]([O:2][CH3:1])[C:8]=2[N:9]=1)=[O:36]. The catalyst class is: 198. (4) Reactant: [Cr](Cl)([O-])(=O)=O.[NH+]1C=CC=CC=1.C([O-])(=O)C.[Na+].[N:17]1[CH:22]=[CH:21][CH:20]=[C:19]([CH2:23][CH2:24]O)[CH:18]=1.[C:26]([CH:31]=P(C1C=CC=CC=1)(C1C=CC=CC=1)C1C=CC=CC=1)([O:28][CH2:29]C)=[O:27]. Product: [N:17]1[CH:22]=[CH:21][CH:20]=[C:19]([CH2:23]/[CH:24]=[CH:31]/[C:26]([O:28][CH3:29])=[O:27])[CH:18]=1. The catalyst class is: 46. (5) Product: [ClH:36].[ClH:36].[CH3:1][C:2]1[S:3][C:4]([C:8]2[C:9](=[O:35])[NH:10][C:11](=[O:34])[N:12]([CH2:14][CH2:15][CH2:16][CH2:17][N:18]3[CH2:23][C@H:22]4[C@:20]([C:24]5[CH:25]=[CH:26][C:27]([C:30]([F:31])([F:32])[F:33])=[CH:28][CH:29]=5)([CH2:21]4)[CH2:19]3)[CH:13]=2)=[C:5]([CH3:7])[N:6]=1. Reactant: [CH3:1][C:2]1[S:3][C:4]([C:8]2[C:9](=[O:35])[NH:10][C:11](=[O:34])[N:12]([CH2:14][CH2:15][CH2:16][CH2:17][N:18]3[CH2:23][C@H:22]4[C@:20]([C:24]5[CH:29]=[CH:28][C:27]([C:30]([F:33])([F:32])[F:31])=[CH:26][CH:25]=5)([CH2:21]4)[CH2:19]3)[CH:13]=2)=[C:5]([CH3:7])[N:6]=1.[ClH:36].CCOCC. The catalyst class is: 2.